Regression. Given a peptide amino acid sequence and an MHC pseudo amino acid sequence, predict their binding affinity value. This is MHC class I binding data. From a dataset of Peptide-MHC class I binding affinity with 185,985 pairs from IEDB/IMGT. (1) The peptide sequence is LIDGRTSFY. The MHC is HLA-A30:01 with pseudo-sequence HLA-A30:01. The binding affinity (normalized) is 0. (2) The peptide sequence is LTMNLVSDI. The MHC is HLA-B15:17 with pseudo-sequence HLA-B15:17. The binding affinity (normalized) is 0.898.